This data is from Reaction yield outcomes from USPTO patents with 853,638 reactions. The task is: Predict the reaction yield, written as a fraction of the theoretical maximum amount of product (1.0 means a 100% yield; for example, 0.34 means a 34% yield). (1) The reactants are [CH2:1]([O:3][C:4]1[N:8]([C:9]2[C:10]([CH3:31])=[C:11]([CH:28]=[CH:29][CH:30]=2)[CH2:12][NH:13][C:14]2[CH:27]=[CH:26][C:17]3[C@H:18]([CH2:21][C:22]([O:24]C)=[O:23])[CH2:19][O:20][C:16]=3[CH:15]=2)[C:7]2[CH:32]=[CH:33][CH:34]=[CH:35][C:6]=2[N:5]=1)[CH3:2].[OH-].[Na+].O. The catalyst is O1CCCC1.CO. The product is [CH2:1]([O:3][C:4]1[N:8]([C:9]2[C:10]([CH3:31])=[C:11]([CH:28]=[CH:29][CH:30]=2)[CH2:12][NH:13][C:14]2[CH:27]=[CH:26][C:17]3[C@H:18]([CH2:21][C:22]([OH:24])=[O:23])[CH2:19][O:20][C:16]=3[CH:15]=2)[C:7]2[CH:32]=[CH:33][CH:34]=[CH:35][C:6]=2[N:5]=1)[CH3:2]. The yield is 0.350. (2) The product is [C:9]1(=[O:13])[C:10]2[C:6](=[CH:5][C:4]([O:3][C:15]3[CH:20]=[CH:19][C:18]([N+:21]([O-:23])=[O:22])=[CH:17][CH:16]=3)=[CH:12][CH:11]=2)[CH2:7][NH:8]1. The catalyst is CN(C=O)C. The reactants are [H-].[Na+].[OH:3][C:4]1[CH:5]=[C:6]2[C:10](=[CH:11][CH:12]=1)[C:9](=[O:13])[NH:8][CH2:7]2.F[C:15]1[CH:20]=[CH:19][C:18]([N+:21]([O-:23])=[O:22])=[CH:17][CH:16]=1.O. The yield is 0.890. (3) The reactants are C[N:2](C)[CH:3]=[CH:4][C:5]([C:7]1[C:12](=[O:13])[CH:11]=[CH:10][N:9]([C:14]2[CH:21]=[CH:20][C:17]([C:18]#[N:19])=[CH:16][CH:15]=2)[N:8]=1)=O.[C:23]1([NH:29]N)[CH:28]=[CH:27][CH:26]=[CH:25][CH:24]=1. The catalyst is CO. The product is [O:13]=[C:12]1[CH:11]=[CH:10][N:9]([C:14]2[CH:21]=[CH:20][C:17]([C:18]#[N:19])=[CH:16][CH:15]=2)[N:8]=[C:7]1[C:5]1[N:29]([C:23]2[CH:28]=[CH:27][CH:26]=[CH:25][CH:24]=2)[N:2]=[CH:3][CH:4]=1. The yield is 0.0400. (4) The reactants are C(OC(=O)[NH:7][C:8]1[CH:13]=[CH:12][CH:11]=[C:10]([C:14]2([C:22]3[CH:27]=[CH:26][C:25]([O:28][CH:29]([F:31])[F:30])=[CH:24][CH:23]=3)[C:18](=[O:19])[N:17]([CH3:20])[C:16]([NH2:21])=[N:15]2)[CH:9]=1)(C)(C)C.FC(F)(F)C(O)=O. The catalyst is FC(F)(F)C(O)=O.C(Cl)Cl. The product is [NH2:21][C:16]1[N:17]([CH3:20])[C:18](=[O:19])[C:14]([C:10]2[CH:11]=[CH:12][CH:13]=[C:8]([NH2:7])[CH:9]=2)([C:22]2[CH:27]=[CH:26][C:25]([O:28][CH:29]([F:30])[F:31])=[CH:24][CH:23]=2)[N:15]=1. The yield is 0.990. (5) The reactants are [CH3:1][O:2][C:3]1[CH:4]=[C:5]([C:11]([N+:23]([O-])=O)=[CH:12][C:13]=1[O:14][CH2:15][CH:16]1[CH2:21][CH2:20][N:19]([CH3:22])[CH2:18][CH2:17]1)[C:6]([O:8][CH2:9][CH3:10])=[O:7].[H][H]. The catalyst is CO.[Pt]. The product is [NH2:23][C:11]1[C:5]([C:6]([O:8][CH2:9][CH3:10])=[O:7])=[CH:4][C:3]([O:2][CH3:1])=[C:13]([O:14][CH2:15][CH:16]2[CH2:21][CH2:20][N:19]([CH3:22])[CH2:18][CH2:17]2)[CH:12]=1. The yield is 0.800. (6) The reactants are [Cl:1][C:2]1[N:10]=[C:9]2[C:5]([NH:6][CH:7]=[N:8]2)=[C:4]([NH:11][CH2:12][C:13]2[CH:18]=[CH:17][CH:16]=[CH:15][CH:14]=2)[N:3]=1.C(=O)([O-])[O-].[K+].[K+].[CH2:25](Br)[C:26]#[CH:27].O. The catalyst is CS(C)=O. The product is [Cl:1][C:2]1[N:10]=[C:9]2[C:5]([N:6]=[CH:7][N:8]2[CH2:27][C:26]#[CH:25])=[C:4]([NH:11][CH2:12][C:13]2[CH:14]=[CH:15][CH:16]=[CH:17][CH:18]=2)[N:3]=1. The yield is 0.800. (7) The reactants are C([O-])([O-])=O.[Cs+].[Cs+].[CH3:7][S:8]([N:11]1[CH2:16][CH2:15][C:14]2[NH:17][N:18]=[C:19]([C:20]3[CH:25]=[CH:24][C:23]([C:26]([F:29])([F:28])[F:27])=[CH:22][CH:21]=3)[C:13]=2[CH2:12]1)(=[O:10])=[O:9].Br[CH2:31][CH2:32][CH2:33][OH:34].CO. The catalyst is CN(C=O)C.O. The product is [CH3:7][S:8]([N:11]1[CH2:16][CH2:15][C:14]2[N:17]([CH2:31][CH2:32][CH2:33][OH:34])[N:18]=[C:19]([C:20]3[CH:21]=[CH:22][C:23]([C:26]([F:29])([F:27])[F:28])=[CH:24][CH:25]=3)[C:13]=2[CH2:12]1)(=[O:9])=[O:10]. The yield is 0.546.